From a dataset of Full USPTO retrosynthesis dataset with 1.9M reactions from patents (1976-2016). Predict the reactants needed to synthesize the given product. (1) Given the product [CH2:12]([O:11][C:9]([N:30]1[C:31]2[C:27](=[CH:26][CH:25]=[C:24]([O:23][CH2:16][C:17]3[CH:18]=[CH:19][CH:20]=[CH:21][CH:22]=3)[CH:32]=2)[C:28]([CH:33]2[CH2:34][CH2:35][CH2:36][CH2:37][CH2:38]2)=[N:29]1)=[O:10])[CH2:15][CH2:39][CH3:40], predict the reactants needed to synthesize it. The reactants are: [C:12]([O:11][C:9](O[C:9]([O:11][C:12]([CH3:15])(C)C)=[O:10])=[O:10])(C)(C)[CH3:15].[CH2:16]([O:23][C:24]1[CH:32]=[C:31]2[C:27]([C:28]([CH:33]3[CH2:38][CH2:37][CH2:36][CH2:35][CH2:34]3)=[N:29][NH:30]2)=[CH:26][CH:25]=1)[C:17]1[CH:22]=[CH:21][CH:20]=[CH:19][CH:18]=1.[C:39](#N)[CH3:40]. (2) The reactants are: [OH-].[Li+].[C:3]([O:7][C:8]([N:10]([O:29]C(OC(C)(C)C)=O)[C:11]1([CH3:28])[C:15](=[O:16])[N:14]([CH3:17])[N:13]=[C:12]1[C:18]1[CH:27]=[CH:26][C:21]([C:22]([O:24]C)=[O:23])=[CH:20][CH:19]=1)=[O:9])([CH3:6])([CH3:5])[CH3:4]. Given the product [C:3]([O:7][C:8]([N:10]([OH:29])[C:11]1([CH3:28])[C:15](=[O:16])[N:14]([CH3:17])[N:13]=[C:12]1[C:18]1[CH:19]=[CH:20][C:21]([C:22]([OH:24])=[O:23])=[CH:26][CH:27]=1)=[O:9])([CH3:6])([CH3:4])[CH3:5], predict the reactants needed to synthesize it. (3) Given the product [CH:17]1([C:7]2[N:6]=[C:5]([N:20]3[CH2:25][CH2:24][N:23]([C:26](=[O:31])[CH2:27][CH2:28][O:29][CH3:30])[C@H:22]([CH3:32])[CH2:21]3)[C:4]([C:3]3[O:2][CH:1]=[N:35][N:36]=3)=[CH:9][C:8]=2[C:10]2[CH:15]=[CH:14][C:13]([F:16])=[CH:12][CH:11]=2)[CH2:19][CH2:18]1, predict the reactants needed to synthesize it. The reactants are: [CH3:1][O:2][C:3](=O)[C:4]1[CH:9]=[C:8]([C:10]2[CH:15]=[CH:14][C:13]([F:16])=[CH:12][CH:11]=2)[C:7]([CH:17]2[CH2:19][CH2:18]2)=[N:6][C:5]=1[N:20]1[CH2:25][CH2:24][N:23]([C:26](=[O:31])[CH2:27][CH2:28][O:29][CH3:30])[C@H:22]([CH3:32])[CH2:21]1.O.[NH2:35][NH2:36]. (4) Given the product [CH:7]1([C:13]2[C:14]3[CH:15]=[CH:16][C:17]([C:32]([O:34][CH3:35])=[O:33])=[CH:18][C:19]=3[N:20]3[CH2:26][CH:25]([N:1]4[CH2:6][CH2:5][O:4][CH2:3][CH2:2]4)[CH2:24][C:23]4[CH:28]=[CH:29][CH:30]=[CH:31][C:22]=4[C:21]=23)[CH2:8][CH2:9][CH2:10][CH2:11][CH2:12]1, predict the reactants needed to synthesize it. The reactants are: [NH:1]1[CH2:6][CH2:5][O:4][CH2:3][CH2:2]1.[CH:7]1([C:13]2[C:14]3[CH:15]=[CH:16][C:17]([C:32]([O:34][CH3:35])=[O:33])=[CH:18][C:19]=3[N:20]3[CH2:26][C:25](=O)[CH2:24][C:23]4[CH:28]=[CH:29][CH:30]=[CH:31][C:22]=4[C:21]=23)[CH2:12][CH2:11][CH2:10][CH2:9][CH2:8]1.C([BH3-])#N.[Na+].